Dataset: Catalyst prediction with 721,799 reactions and 888 catalyst types from USPTO. Task: Predict which catalyst facilitates the given reaction. (1) The catalyst class is: 2. Product: [CH:45]1([C:51]([O:36][C:31]2[CH:32]=[CH:33][CH:34]=[CH:35][C:30]=2[CH:28]2[O:27][N:26]=[C:25]([C:23]3[N:24]=[C:20]([CH:17]4[CH2:16][CH2:15][N:14]([C:12](=[O:13])[CH2:11][N:5]5[C:6]([CH:8]([F:10])[F:9])=[CH:7][C:3]([CH:2]([F:1])[F:37])=[N:4]5)[CH2:19][CH2:18]4)[S:21][CH:22]=3)[CH2:29]2)=[O:52])[CH2:50][CH2:49][CH2:48][CH2:47][CH2:46]1. Reactant: [F:1][CH:2]([F:37])[C:3]1[CH:7]=[C:6]([CH:8]([F:10])[F:9])[N:5]([CH2:11][C:12]([N:14]2[CH2:19][CH2:18][CH:17]([C:20]3[S:21][CH:22]=[C:23]([C:25]4[CH2:29][CH:28]([C:30]5[CH:35]=[CH:34][CH:33]=[CH:32][C:31]=5[OH:36])[O:27][N:26]=4)[N:24]=3)[CH2:16][CH2:15]2)=[O:13])[N:4]=1.C(N(CC)CC)C.[CH:45]1([C:51](Cl)=[O:52])[CH2:50][CH2:49][CH2:48][CH2:47][CH2:46]1. (2) Reactant: [CH:1]1[N:5]=[CH:4][N:3]([C:6](N2C=NC=C2)=[O:7])[CH:2]=1.[CH3:13][C:14]1[N:15]=[C:16]([NH2:31])[S:17][C:18]=1[C:19]1[N:20]=[C:21]([C:24]2([C:27]([F:30])([F:29])[F:28])[CH2:26][CH2:25]2)[S:22][CH:23]=1. Product: [CH3:13][C:14]1[N:15]=[C:16]([NH:31][C:6]([N:3]2[CH:2]=[CH:1][N:5]=[CH:4]2)=[O:7])[S:17][C:18]=1[C:19]1[N:20]=[C:21]([C:24]2([C:27]([F:30])([F:29])[F:28])[CH2:25][CH2:26]2)[S:22][CH:23]=1. The catalyst class is: 2. (3) Reactant: [NH2:1][C:2]1([C:5]2[CH:13]=[CH:12][C:8]([C:9]([OH:11])=[O:10])=[CH:7][CH:6]=2)[CH2:4][CH2:3]1.CO.[CH3:16][Si](C=[N+]=[N-])(C)C.CCCCCC. Product: [NH2:1][C:2]1([C:5]2[CH:13]=[CH:12][C:8]([C:9]([O:11][CH3:16])=[O:10])=[CH:7][CH:6]=2)[CH2:4][CH2:3]1. The catalyst class is: 1. (4) Reactant: [Si:1]([O:8][CH:9]1[C:30]2[C:25](=[CH:26][CH:27]=[C:28]([C:31]#[N:32])[CH:29]=2)[O:24][C:11]2([CH2:16][CH2:15][N:14]([C:17]([O:19][C:20]([CH3:23])([CH3:22])[CH3:21])=[O:18])[CH2:13][CH2:12]2)[CH2:10]1)([C:4]([CH3:7])([CH3:6])[CH3:5])([CH3:3])[CH3:2].CCN(CC)CC.Cl.[OH:41][NH2:42]. Product: [NH2:32][C:31](=[N:42][OH:41])[C:28]1[CH:29]=[C:30]2[C:25](=[CH:26][CH:27]=1)[O:24][C:11]1([CH2:16][CH2:15][N:14]([C:17]([O:19][C:20]([CH3:23])([CH3:22])[CH3:21])=[O:18])[CH2:13][CH2:12]1)[CH2:10][CH:9]2[O:8][Si:1]([C:4]([CH3:5])([CH3:6])[CH3:7])([CH3:2])[CH3:3]. The catalyst class is: 14. (5) Reactant: [NH2:1][C:2]1[CH:3]=[C:4]([CH:7]=[CH:8][C:9]=1Cl)[C:5]#[N:6].[Na][S:12][C:13]1[CH:18]=[CH:17][CH:16]=[CH:15][CH:14]=1.[Cl-].[NH4+].C(OCC)(=O)C. Product: [NH2:1][C:2]1[CH:3]=[C:4]([CH:7]=[CH:8][C:9]=1[S:12][C:13]1[CH:18]=[CH:17][CH:16]=[CH:15][CH:14]=1)[C:5]#[N:6]. The catalyst class is: 3. (6) The catalyst class is: 16. Reactant: O.[Br:2][C:3]1[S:7][C:6]2=[C:8](C(OC)=O)[N:9]=[CH:10][N:5]2[CH:4]=1.[I-].[Li+]. Product: [Br:2][C:3]1[S:7][C:6]2=[CH:8][N:9]=[CH:10][N:5]2[CH:4]=1. (7) Reactant: Cl[C:2]1[C:11]2[N:12]=[C:13]([CH3:15])[O:14][C:10]=2[C:9]2[CH:8]=[C:7]([Cl:16])[CH:6]=[CH:5][C:4]=2[N:3]=1.[CH3:17][N:18]1[CH2:23][CH2:22][NH:21][CH2:20][CH2:19]1.CCN(CC)CC. Product: [Cl:16][C:7]1[CH:6]=[CH:5][C:4]2[N:3]=[C:2]([N:21]3[CH2:22][CH2:23][N:18]([CH3:17])[CH2:19][CH2:20]3)[C:11]3[N:12]=[C:13]([CH3:15])[O:14][C:10]=3[C:9]=2[CH:8]=1. The catalyst class is: 14.